Dataset: Full USPTO retrosynthesis dataset with 1.9M reactions from patents (1976-2016). Task: Predict the reactants needed to synthesize the given product. (1) Given the product [CH:18]1([C:6]2([OH:16])[C:5]3[CH:4]=[CH:3][CH:2]=[N:1][C:11]=3[CH2:10][O:9][C:8]3[CH:12]=[CH:13][CH:14]=[CH:15][C:7]2=3)[CH2:17][CH2:21]1, predict the reactants needed to synthesize it. The reactants are: [N:1]1[C:11]2[CH2:10][O:9][C:8]3[CH:12]=[CH:13][CH:14]=[CH:15][C:7]=3[C:6](=[O:16])[C:5]=2[CH:4]=[CH:3][CH:2]=1.[CH2:17]1[CH2:21]OC[CH2:18]1. (2) Given the product [S:17]1[CH:21]=[CH:20][CH:19]=[C:18]1[C:14]1[CH:13]=[N:12][C:11]2=[C:7]([N:4]3[CH2:5][CH2:6][O:1][CH2:2][CH2:3]3)[S:8][N:9]=[C:10]2[CH:15]=1, predict the reactants needed to synthesize it. The reactants are: [O:1]1[CH2:6][CH2:5][N:4]([C:7]2[S:8][N:9]=[C:10]3[CH:15]=[C:14](Br)[CH:13]=[N:12][C:11]=23)[CH2:3][CH2:2]1.[S:17]1[CH:21]=[CH:20][CH:19]=[C:18]1B(O)O.C([O-])([O-])=O.[K+].[K+]. (3) Given the product [CH:1]1([C:4]#[C:5][C:6]2[C:7]3[O:14][C:13]([CH:15]=[O:16])=[CH:12][C:8]=3[CH:9]=[N:10][CH:11]=2)[CH2:3][CH2:2]1, predict the reactants needed to synthesize it. The reactants are: [CH:1]1([C:4]#[C:5][C:6]2[C:7]3[O:14][C:13]([CH:15](OCC)[O:16]CC)=[CH:12][C:8]=3[CH:9]=[N:10][CH:11]=2)[CH2:3][CH2:2]1.Cl.C(=O)(O)[O-].[Na+]. (4) Given the product [Br:1][C:2]1[CH:3]=[C:4]([NH:9][C:10]2[C:19]3[C:14](=[CH:15][N:16]=[C:17]([NH:31][CH2:30][CH2:29][N:23]4[CH2:28][CH2:27][O:26][CH2:25][CH2:24]4)[CH:18]=3)[N:13]=[CH:12][C:11]=2[C:21]#[N:22])[CH:5]=[CH:6][C:7]=1[CH3:8], predict the reactants needed to synthesize it. The reactants are: [Br:1][C:2]1[CH:3]=[C:4]([NH:9][C:10]2[C:19]3[C:14](=[CH:15][N:16]=[C:17](F)[CH:18]=3)[N:13]=[CH:12][C:11]=2[C:21]#[N:22])[CH:5]=[CH:6][C:7]=1[CH3:8].[N:23]1([CH2:29][CH2:30][NH2:31])[CH2:28][CH2:27][O:26][CH2:25][CH2:24]1. (5) Given the product [CH2:25]([N:27]1[CH2:31][CH2:30][CH2:29][CH:28]1[CH2:32][NH:33][C:2]1[CH:7]=[CH:6][C:5]([NH:8][C:9]([NH:11][C:12]2[CH:17]=[CH:16][C:15]([O:18][CH:19]([CH3:21])[CH3:20])=[CH:14][CH:13]=2)=[O:10])=[CH:4][C:3]=1[N+:22]([O-:24])=[O:23])[CH3:26], predict the reactants needed to synthesize it. The reactants are: F[C:2]1[CH:7]=[CH:6][C:5]([NH:8][C:9]([NH:11][C:12]2[CH:17]=[CH:16][C:15]([O:18][CH:19]([CH3:21])[CH3:20])=[CH:14][CH:13]=2)=[O:10])=[CH:4][C:3]=1[N+:22]([O-:24])=[O:23].[CH2:25]([N:27]1[CH2:31][CH2:30][CH2:29][CH:28]1[CH2:32][NH2:33])[CH3:26]. (6) Given the product [Br:1][C:2]1[CH:3]=[N:4][CH:5]=[C:6]([CH:10]=1)[C:7]([N:20]([O:19][CH3:18])[CH3:21])=[O:8], predict the reactants needed to synthesize it. The reactants are: [Br:1][C:2]1[CH:3]=[N:4][CH:5]=[C:6]([CH:10]=1)[C:7](O)=[O:8].N1C=CC=CC=1.Cl.[CH3:18][O:19][NH:20][CH3:21].O.